Dataset: Forward reaction prediction with 1.9M reactions from USPTO patents (1976-2016). Task: Predict the product of the given reaction. (1) Given the reactants [CH3:1][CH:2]([CH2:20][O:21][C:22]1[CH:27]=[CH:26][C:25]([C:28]([F:31])([F:30])[F:29])=[CH:24][CH:23]=1)[CH2:3][O:4][C:5]1[CH:10]=[CH:9][C:8]([CH:11]([C:17]#[C:18][CH3:19])[CH2:12][C:13]([O:15]C)=[O:14])=[CH:7][CH:6]=1.Cl.O, predict the reaction product. The product is: [CH3:1][CH:2]([CH2:20][O:21][C:22]1[CH:23]=[CH:24][C:25]([C:28]([F:29])([F:30])[F:31])=[CH:26][CH:27]=1)[CH2:3][O:4][C:5]1[CH:10]=[CH:9][C:8]([CH:11]([C:17]#[C:18][CH3:19])[CH2:12][C:13]([OH:15])=[O:14])=[CH:7][CH:6]=1. (2) Given the reactants [C:1]([C:3]1[CH:19]=[CH:18][C:6]([CH2:7][N:8]([CH3:17])[CH2:9][C:10]([O:12][C:13]([CH3:16])([CH3:15])[CH3:14])=[O:11])=[C:5]([C:20]([F:23])([F:22])[F:21])[CH:4]=1)#[N:2].[NH2:24][OH:25], predict the reaction product. The product is: [OH:25][N:24]=[C:1]([C:3]1[CH:19]=[CH:18][C:6]([CH2:7][N:8]([CH3:17])[CH2:9][C:10]([O:12][C:13]([CH3:15])([CH3:14])[CH3:16])=[O:11])=[C:5]([C:20]([F:21])([F:23])[F:22])[CH:4]=1)[NH2:2]. (3) Given the reactants [CH3:1][O:2][C:3]1[CH:11]=[C:10]2[C:6]([CH2:7][CH2:8][C:9]2=[O:12])=[CH:5][C:4]=1[N:13]1[CH2:18][CH2:17][O:16][CH2:15][CH2:14]1.[Cl:19][C:20]1[CH:21]=[CH:22][C:23]([C:28]([F:31])([F:30])[F:29])=[C:24]([CH:27]=1)[CH:25]=O.CC1C=CC(S(O)(=O)=O)=CC=1, predict the reaction product. The product is: [Cl:19][C:20]1[CH:21]=[CH:22][C:23]([C:28]([F:29])([F:30])[F:31])=[C:24]([CH:27]=1)/[CH:25]=[C:8]1/[C:9](=[O:12])[C:10]2[C:6]([CH2:7]/1)=[CH:5][C:4]([N:13]1[CH2:14][CH2:15][O:16][CH2:17][CH2:18]1)=[C:3]([O:2][CH3:1])[CH:11]=2. (4) Given the reactants [Mg].Br[C:3]1[C:8]2[S:9][CH:10]=[C:11]([CH2:12][CH3:13])[C:7]=2[CH:6]=[CH:5][CH:4]=1.CI.[C:16](=[O:18])=[O:17].Cl, predict the reaction product. The product is: [C:16]([C:3]1[C:8]2[S:9][CH:10]=[C:11]([CH2:12][CH3:13])[C:7]=2[CH:6]=[CH:5][CH:4]=1)([OH:18])=[O:17]. (5) Given the reactants [Cl:1][C:2]1[CH:7]=[CH:6][C:5]([C:8]2[N:9]([CH2:14][C@H:15]([OH:20])[C:16]([F:19])([F:18])[F:17])[C:10](=[O:13])[NH:11][N:12]=2)=[CH:4][CH:3]=1.C(=O)([O-])[O-].[Cs+].[Cs+].Br[CH2:28][C:29]1[CH:34]=[C:33]([C:35]2[CH:40]=[CH:39][CH:38]=[CH:37][C:36]=2[C:41]([F:44])([F:43])[F:42])[C:32]([C:45]([O:47][CH3:48])=[O:46])=[CH:31][CH:30]=1, predict the reaction product. The product is: [Cl:1][C:2]1[CH:7]=[CH:6][C:5]([C:8]2[N:9]([CH2:14][C@H:15]([OH:20])[C:16]([F:18])([F:19])[F:17])[C:10](=[O:13])[N:11]([CH2:28][C:29]3[CH:34]=[C:33]([C:35]4[CH:40]=[CH:39][CH:38]=[CH:37][C:36]=4[C:41]([F:42])([F:43])[F:44])[C:32]([C:45]([O:47][CH3:48])=[O:46])=[CH:31][CH:30]=3)[N:12]=2)=[CH:4][CH:3]=1. (6) Given the reactants [Cl:1][C:2]1[CH:7]=[CH:6][N:5]=[C:4]([CH2:8][NH:9][C:10]2[O:11][C:12]3[C:18]([O:19][CH3:20])=[CH:17][C:16]([C:21]([OH:23])=O)=[CH:15][C:13]=3[N:14]=2)[CH:3]=1.[F:24][CH2:25][CH:26]1[NH:31][CH2:30][C:29]([CH2:33][CH2:34][OH:35])([CH3:32])[O:28][CH2:27]1.C(N(CC)C(C)C)(C)C.CN(C(ON1N=NC2C=CC=NC1=2)=[N+](C)C)C.F[P-](F)(F)(F)(F)F, predict the reaction product. The product is: [Cl:1][C:2]1[CH:7]=[CH:6][N:5]=[C:4]([CH2:8][NH:9][C:10]2[O:11][C:12]3[C:18]([O:19][CH3:20])=[CH:17][C:16]([C:21]([N:31]4[CH:26]([CH2:25][F:24])[CH2:27][O:28][C:29]([CH2:33][CH2:34][OH:35])([CH3:32])[CH2:30]4)=[O:23])=[CH:15][C:13]=3[N:14]=2)[CH:3]=1.